This data is from Full USPTO retrosynthesis dataset with 1.9M reactions from patents (1976-2016). The task is: Predict the reactants needed to synthesize the given product. Given the product [NH2:1][C:2]1[N:3]=[C:4]([N:17]2[CH2:22][CH2:21][CH2:20][C@@H:19]([N:23]3[CH2:27][CH2:26][O:29][C:24]3=[O:25])[CH2:18]2)[CH:5]=[C:6]([C:8]2[CH:9]=[C:10]3[C:11]([C:12]([NH2:13])=[N:30][NH:31]3)=[CH:14][CH:15]=2)[N:7]=1, predict the reactants needed to synthesize it. The reactants are: [NH2:1][C:2]1[N:7]=[C:6]([C:8]2[CH:15]=[CH:14][C:11]([C:12]#[N:13])=[C:10](F)[CH:9]=2)[CH:5]=[C:4]([N:17]2[CH2:22][CH2:21][CH2:20][C@@H:19]([N:23]3[CH2:27][CH2:26][O:25][C:24]3=O)[CH2:18]2)[N:3]=1.[OH2:29].[NH2:30][NH2:31].